From a dataset of Reaction yield outcomes from USPTO patents with 853,638 reactions. Predict the reaction yield, written as a fraction of the theoretical maximum amount of product (1.0 means a 100% yield; for example, 0.34 means a 34% yield). (1) The reactants are F[C:2]1[CH:7]=[CH:6][C:5]([N+:8]([O-])=O)=[C:4]([F:11])[C:3]=1[F:12].NC1C(F)=CC([OH:21])=CC=1F. No catalyst specified. The product is [NH2:8][C:5]1[CH:6]=[CH:7][C:2]([OH:21])=[C:3]([F:12])[C:4]=1[F:11]. The yield is 0.840. (2) The reactants are [C:1]([O:5][C:6](=[O:35])[N:7]([CH2:11][CH2:12][CH2:13][N:14]1[C:22]([CH2:23][C:24]2[C:32]([I:33])=[CH:31][C:27]3[O:28][CH2:29][O:30][C:26]=3[CH:25]=2)=[N:21][C:20]2[C:19](=[O:34])[NH:18][CH:17]=[N:16][C:15]1=2)[CH:8]([CH3:10])[CH3:9])([CH3:4])([CH3:3])[CH3:2].C([O-])([O-])=O.[K+].[K+].Cl[C:43]1[CH:48]=[CH:47][C:46]([N+:49]([O-:51])=[O:50])=[CH:45][C:44]=1[N+:52]([O-:54])=[O:53]. The catalyst is CN(C=O)C. The product is [C:1]([O:5][C:6](=[O:35])[N:7]([CH2:11][CH2:12][CH2:13][N:14]1[C:22]([CH2:23][C:24]2[C:32]([I:33])=[CH:31][C:27]3[O:28][CH2:29][O:30][C:26]=3[CH:25]=2)=[N:21][C:20]2[C:19](=[O:34])[N:18]([C:47]3[CH:48]=[CH:43][C:44]([N+:52]([O-:54])=[O:53])=[CH:45][C:46]=3[N+:49]([O-:51])=[O:50])[CH:17]=[N:16][C:15]1=2)[CH:8]([CH3:10])[CH3:9])([CH3:3])([CH3:4])[CH3:2]. The yield is 0.210. (3) The reactants are Cl[CH2:2][C:3]1[N:4]=[C:5]2[S:12][C:11]([C:13]([F:16])([F:15])[F:14])=[C:10]([C:17]([NH:19][CH2:20][CH3:21])=[O:18])[N:6]2[C:7](=[O:9])[CH:8]=1.C(=O)([O-])[O-].[K+].[K+].[CH:28]1([C:31]2[NH:35][N:34]=[C:33]([C:36]([F:39])([F:38])[F:37])[CH:32]=2)[CH2:30][CH2:29]1. The catalyst is C(#N)C. The product is [CH:28]1([C:31]2[N:35]([CH2:2][C:3]3[N:4]=[C:5]4[S:12][C:11]([C:13]([F:16])([F:15])[F:14])=[C:10]([C:17]([NH:19][CH2:20][CH3:21])=[O:18])[N:6]4[C:7](=[O:9])[CH:8]=3)[N:34]=[C:33]([C:36]([F:38])([F:39])[F:37])[CH:32]=2)[CH2:29][CH2:30]1.[CH:28]1([C:31]2[CH:32]=[C:33]([C:36]([F:38])([F:39])[F:37])[N:34]([CH2:2][C:3]3[N:4]=[C:5]4[S:12][C:11]([C:13]([F:16])([F:15])[F:14])=[C:10]([C:17]([NH:19][CH2:20][CH3:21])=[O:18])[N:6]4[C:7](=[O:9])[CH:8]=3)[N:35]=2)[CH2:29][CH2:30]1. The yield is 0.230.